From a dataset of Forward reaction prediction with 1.9M reactions from USPTO patents (1976-2016). Predict the product of the given reaction. (1) The product is: [C:22]1([C:31]2[CH:32]=[CH:33][CH:34]=[CH:35][CH:36]=2)[CH:23]=[CH:24][C:25]([CH2:28][CH2:29][NH:30][CH2:18][C:17]2[CH:20]=[CH:21][C:14]([C:12]3[O:11][N:10]=[C:9]([CH2:1][CH2:2][CH2:3][CH2:4][CH2:5][CH2:6][CH2:7][CH3:8])[N:13]=3)=[CH:15][CH:16]=2)=[CH:26][CH:27]=1. Given the reactants [CH2:1]([C:9]1[N:13]=[C:12]([C:14]2[CH:21]=[CH:20][C:17]([CH:18]=O)=[CH:16][CH:15]=2)[O:11][N:10]=1)[CH2:2][CH2:3][CH2:4][CH2:5][CH2:6][CH2:7][CH3:8].[C:22]1([C:31]2[CH:36]=[CH:35][CH:34]=[CH:33][CH:32]=2)[CH:27]=[CH:26][C:25]([CH2:28][CH2:29][NH2:30])=[CH:24][CH:23]=1, predict the reaction product. (2) Given the reactants S1C2C=CC=CC=2N=C1CN1C(=O)C=CC(C2C3C(=CC=C(Cl)C=3)N(CC(O)=O)C=2C)=N1.[Cl:33][C:34]1[CH:35]=[C:36]2[C:40](=[CH:41][CH:42]=1)[N:39]([CH2:43][C:44]([O:46][CH3:47])=[O:45])[C:38]([CH3:48])=[C:37]2[C:49]1[N:50]=[N:51][C:52]([OH:55])=[CH:53][CH:54]=1.C(=O)([O-])[O-].[K+].[K+].Br[CH2:63][C:64]1[CH:69]=[CH:68][C:67]([CH3:70])=[CH:66][CH:65]=1, predict the reaction product. The product is: [Cl:33][C:34]1[CH:35]=[C:36]2[C:40](=[CH:41][CH:42]=1)[N:39]([CH2:43][C:44]([O:46][CH3:47])=[O:45])[C:38]([CH3:48])=[C:37]2[C:49]1[CH:54]=[CH:53][C:52](=[O:55])[N:51]([CH2:63][C:64]2[CH:69]=[CH:68][C:67]([CH3:70])=[CH:66][CH:65]=2)[N:50]=1. (3) Given the reactants [N:1]1[C:10]2[C:5](=[CH:6][CH:7]=[CH:8][CH:9]=2)[CH:4]=[CH:3][C:2]=1[CH2:11][O:12][C:13]1[CH:18]=[CH:17][C:16]([CH2:19][C:20]([OH:22])=O)=[CH:15][CH:14]=1.[CH3:23]CN(C(C)C)C(C)C.C1C=CC2N(O)N=NC=2C=1.C(Cl)CCl.[NH2:46][C:47]([CH3:52])([CH3:51])[C:48]([O-:50])=[O:49], predict the reaction product. The product is: [CH3:51][C:47]([NH:46][C:20](=[O:22])[CH2:19][C:16]1[CH:17]=[CH:18][C:13]([O:12][CH2:11][C:2]2[CH:3]=[CH:4][C:5]3[C:10](=[CH:9][CH:8]=[CH:7][CH:6]=3)[N:1]=2)=[CH:14][CH:15]=1)([CH3:52])[C:48]([O:50][CH3:23])=[O:49]. (4) The product is: [Cl:3][C:4]1[CH:9]=[C:8]([Cl:10])[CH:7]=[CH:6][C:5]=1[C:11]1[N:12]2[N:19]=[C:18]([CH3:20])[C:17]([NH2:21])=[C:13]2[O:14][C:15]=1[CH3:16]. Given the reactants [BH4-].[Na+].[Cl:3][C:4]1[CH:9]=[C:8]([Cl:10])[CH:7]=[CH:6][C:5]=1[C:11]1[N:12]2[N:19]=[C:18]([CH3:20])[C:17]([N+:21]([O-])=O)=[C:13]2[O:14][C:15]=1[CH3:16], predict the reaction product.